This data is from Peptide-MHC class I binding affinity with 185,985 pairs from IEDB/IMGT. The task is: Regression. Given a peptide amino acid sequence and an MHC pseudo amino acid sequence, predict their binding affinity value. This is MHC class I binding data. (1) The peptide sequence is AAISKLGINY. The MHC is HLA-A31:01 with pseudo-sequence HLA-A31:01. The binding affinity (normalized) is 0.331. (2) The peptide sequence is GLYLYRFHV. The MHC is HLA-A02:01 with pseudo-sequence HLA-A02:01. The binding affinity (normalized) is 0.936. (3) The peptide sequence is RQFPTAFHF. The MHC is Mamu-B52 with pseudo-sequence Mamu-B52. The binding affinity (normalized) is 0.670. (4) The peptide sequence is FLSNGHVTI. The MHC is HLA-A02:01 with pseudo-sequence HLA-A02:01. The binding affinity (normalized) is 1.00. (5) The peptide sequence is GIIITVGMLI. The MHC is HLA-A68:02 with pseudo-sequence HLA-A68:02. The binding affinity (normalized) is 0.156. (6) The peptide sequence is IFMLQKCDL. The MHC is HLA-B15:09 with pseudo-sequence HLA-B15:09. The binding affinity (normalized) is 0.0847. (7) The peptide sequence is NTATTVLLDE. The MHC is HLA-A32:01 with pseudo-sequence HLA-A32:01. The binding affinity (normalized) is 0. (8) The peptide sequence is EEIRRIWRQ. The MHC is HLA-B15:09 with pseudo-sequence HLA-B15:09. The binding affinity (normalized) is 0.0847. (9) The peptide sequence is EIIPKIKAY. The MHC is HLA-B48:01 with pseudo-sequence HLA-B48:01. The binding affinity (normalized) is 0.0847.